From a dataset of Full USPTO retrosynthesis dataset with 1.9M reactions from patents (1976-2016). Predict the reactants needed to synthesize the given product. (1) The reactants are: Cl[C:2]([C@:4]12[CH2:39][CH2:38][C@@H:37]([CH:40]([CH3:42])[CH3:41])[C@@H:5]1[C@@H:6]1[C@@:19]([CH3:22])([CH2:20][CH2:21]2)[C@@:18]2([CH3:23])[C@@H:9]([C@:10]3([CH3:36])[C@@H:15]([CH2:16][CH2:17]2)[C:14]([CH3:25])([CH3:24])[C@@H:13]([C:26]2[CH:35]=[CH:34][C:29]([C:30]([O:32][CH3:33])=[O:31])=[CH:28][CH:27]=2)[CH2:12][CH2:11]3)[CH2:8][CH2:7]1)=[O:3].[NH2:43][CH2:44][CH2:45][C:46]1[CH:51]=[CH:50][CH:49]=[CH:48][N:47]=1. Given the product [CH:40]([C@H:37]1[C@@H:5]2[C@@H:6]3[C@@:19]([CH3:22])([CH2:20][CH2:21][C@@:4]2([C:2](=[O:3])[NH:43][CH2:44][CH2:45][C:46]2[CH:51]=[CH:50][CH:49]=[CH:48][N:47]=2)[CH2:39][CH2:38]1)[C@@:18]1([CH3:23])[C@@H:9]([C@:10]2([CH3:36])[C@@H:15]([CH2:16][CH2:17]1)[C:14]([CH3:25])([CH3:24])[C@@H:13]([C:26]1[CH:35]=[CH:34][C:29]([C:30]([O:32][CH3:33])=[O:31])=[CH:28][CH:27]=1)[CH2:12][CH2:11]2)[CH2:8][CH2:7]3)([CH3:42])[CH3:41], predict the reactants needed to synthesize it. (2) Given the product [NH2:38][C:24]1[N:25]=[C:26]([C:28]2[CH:37]=[C:36]3[C:31]([CH2:32][CH2:33][N:34]([C:1]([O:2][C:3]4[CH:8]=[CH:7][C:6]([N+:9]([O-:11])=[O:10])=[CH:5][CH:4]=4)=[O:12])[CH2:35]3)=[CH:30][CH:29]=2)[CH:27]=[C:22]([N:19]2[CH2:18][CH2:17][N:16]([CH3:15])[CH2:21][CH2:20]2)[N:23]=1, predict the reactants needed to synthesize it. The reactants are: [C:1](Cl)(=[O:12])[O:2][C:3]1[CH:8]=[CH:7][C:6]([N+:9]([O-:11])=[O:10])=[CH:5][CH:4]=1.Cl.[CH3:15][N:16]1[CH2:21][CH2:20][N:19]([C:22]2[CH:27]=[C:26]([C:28]3[CH:37]=[C:36]4[C:31]([CH2:32][CH2:33][NH:34][CH2:35]4)=[CH:30][CH:29]=3)[N:25]=[C:24]([NH2:38])[N:23]=2)[CH2:18][CH2:17]1.C(N(CC)CC)C.C(#N)C.